This data is from Reaction yield outcomes from USPTO patents with 853,638 reactions. The task is: Predict the reaction yield, written as a fraction of the theoretical maximum amount of product (1.0 means a 100% yield; for example, 0.34 means a 34% yield). (1) The reactants are Cl.[CH2:2]([C:6]1[CH:11]=[CH:10][C:9]([C:12]2[CH:17]=[CH:16][CH:15]=[C:14]([NH2:18])[C:13]=2[F:19])=[CH:8][CH:7]=1)[CH2:3][CH2:4][CH3:5].[N:20]([O-])=O.[Na+].[Sn](Cl)[Cl:25]. The catalyst is Cl.O. The product is [ClH:25].[CH2:2]([C:6]1[CH:11]=[CH:10][C:9]([C:12]2[CH:17]=[CH:16][CH:15]=[C:14]([NH:18][NH2:20])[C:13]=2[F:19])=[CH:8][CH:7]=1)[CH2:3][CH2:4][CH3:5]. The yield is 0.810. (2) The reactants are [CH:1]1([NH:4][C:5](=[O:48])[NH:6][C:7]2[CH:46]=[CH:45][C:10]([O:11][C:12]3[CH:17]=[CH:16][N:15]=[C:14]4[CH:18]=[C:19]([C:21]5[N:26]=[CH:25][C:24]([CH2:27][N:28]([CH:32]6[CH2:37][CH2:36][N:35](C(OCCCC)=O)[CH2:34][CH2:33]6)[C:29](=[O:31])[CH3:30])=[CH:23][CH:22]=5)[S:20][C:13]=34)=[C:9]([F:47])[CH:8]=2)[CH2:3][CH2:2]1.Cl.CCOC(C)=O. The catalyst is CCOC(C)=O. The product is [CH:1]1([NH:4][C:5](=[O:48])[NH:6][C:7]2[CH:46]=[CH:45][C:10]([O:11][C:12]3[CH:17]=[CH:16][N:15]=[C:14]4[CH:18]=[C:19]([C:21]5[N:26]=[CH:25][C:24]([CH2:27][N:28]([CH:32]6[CH2:37][CH2:36][NH:35][CH2:34][CH2:33]6)[C:29](=[O:31])[CH3:30])=[CH:23][CH:22]=5)[S:20][C:13]=34)=[C:9]([F:47])[CH:8]=2)[CH2:2][CH2:3]1. The yield is 0.720.